From a dataset of Reaction yield outcomes from USPTO patents with 853,638 reactions. Predict the reaction yield, written as a fraction of the theoretical maximum amount of product (1.0 means a 100% yield; for example, 0.34 means a 34% yield). (1) The reactants are [F:1][C:2]1[CH:7]=[C:6]([O:8][CH3:9])[CH:5]=[CH:4][C:3]=1/[CH:10]=[CH:11]/[C:12]([O:14][CH2:15][CH3:16])=[O:13].O1CCCC1. The catalyst is [Pt]=O.C(O)C. The product is [F:1][C:2]1[CH:7]=[C:6]([O:8][CH3:9])[CH:5]=[CH:4][C:3]=1[CH2:10][CH2:11][C:12]([O:14][CH2:15][CH3:16])=[O:13]. The yield is 0.840. (2) The reactants are Br[C:2]1[C:3]([OH:15])=[C:4]([C:12]([OH:14])=[O:13])[C:5]2[N:6]=[CH:7][CH:8]=[N:9][C:10]=2[CH:11]=1.[Cl:16][C:17]1[CH:22]=[CH:21][CH:20]=[CH:19][C:18]=1B(O)O.C(=O)([O-])[O-].[K+].[K+].Cl. The catalyst is O1CCOCC1.O.C1C=CC([P]([Pd]([P](C2C=CC=CC=2)(C2C=CC=CC=2)C2C=CC=CC=2)([P](C2C=CC=CC=2)(C2C=CC=CC=2)C2C=CC=CC=2)[P](C2C=CC=CC=2)(C2C=CC=CC=2)C2C=CC=CC=2)(C2C=CC=CC=2)C2C=CC=CC=2)=CC=1.O. The product is [Cl:16][C:17]1[CH:22]=[CH:21][CH:20]=[CH:19][C:18]=1[C:2]1[C:3]([OH:15])=[C:4]([C:12]([OH:14])=[O:13])[C:5]2[N:6]=[CH:7][CH:8]=[N:9][C:10]=2[CH:11]=1. The yield is 0.570. (3) The reactants are [Br:1][C:2]1[CH:3]=[C:4]2[C:11]3([C:15](=[O:16])[NH:14][C:13](=O)[NH:12]3)[CH2:10][CH:9]([C:18]3[CH:23]=[CH:22][CH:21]=[C:20]([F:24])[CH:19]=3)[O:8][C:5]2=[CH:6][CH:7]=1.COC1C=CC(P2(SP(C3C=CC(OC)=CC=3)(=S)S2)=[S:34])=CC=1. The catalyst is O1CCOCC1. The product is [Br:1][C:2]1[CH:3]=[C:4]2[C:11]3([C:15](=[O:16])[NH:14][C:13](=[S:34])[NH:12]3)[CH2:10][CH:9]([C:18]3[CH:23]=[CH:22][CH:21]=[C:20]([F:24])[CH:19]=3)[O:8][C:5]2=[CH:6][CH:7]=1. The yield is 0.170. (4) The reactants are [F:1][CH:2]([F:11])[P:3]([O:8][CH2:9][CH3:10])(=[O:7])[O:4][CH2:5][CH3:6].[CH2:12](Br)[CH2:13][CH2:14][CH2:15][CH2:16][CH2:17][CH2:18][CH2:19][CH2:20][CH2:21][CH2:22][CH2:23][CH2:24][CH3:25]. The catalyst is C1COCC1. The product is [CH2:5]([O:4][P:3]([C:2]([F:1])([F:11])[CH2:25][CH2:24][CH2:23][CH2:22][CH2:21][CH2:20][CH2:19][CH2:18][CH2:17][CH2:16][CH2:15][CH2:14][CH2:13][CH3:12])(=[O:7])[O:8][CH2:9][CH3:10])[CH3:6]. The yield is 0.400. (5) The reactants are [CH3:1][C:2]1[CH:3]=[C:4]([OH:9])[CH:5]=[C:6]([CH3:8])[CH:7]=1.[CH2:10](Br)[CH:11]=[CH2:12].C(=O)([O-])[O-].[K+].[K+]. The catalyst is CC(C)=O. The product is [CH3:1][C:2]1[CH:3]=[C:4]([O:9][CH2:12][CH:11]=[CH2:10])[CH:5]=[C:6]([CH3:8])[CH:7]=1. The yield is 1.00. (6) The reactants are [Br:1][C:2]1[C:3]([F:20])=[C:4]([F:19])[C:5]([NH:11][C:12]2[CH:17]=[CH:16][CH:15]=[CH:14][C:13]=2[F:18])=[C:6]([CH:10]=1)[C:7]([OH:9])=[O:8].O=S(Cl)Cl.[CH3:25]O. No catalyst specified. The product is [Br:1][C:2]1[C:3]([F:20])=[C:4]([F:19])[C:5]([NH:11][C:12]2[CH:17]=[CH:16][CH:15]=[CH:14][C:13]=2[F:18])=[C:6]([CH:10]=1)[C:7]([O:9][CH3:25])=[O:8]. The yield is 0.900. (7) The reactants are [Br:1][C:2]1[CH:9]=[C:8](F)[CH:7]=[CH:6][C:3]=1[CH:4]=[O:5].[C:11]1([OH:17])[CH:16]=[CH:15][CH:14]=[CH:13][CH:12]=1.CN(C)C=O.C(=O)([O-])[O-].[K+].[K+]. The catalyst is O.C(OCC)(=O)C. The product is [Br:1][C:2]1[CH:9]=[C:8]([O:17][C:11]2[CH:16]=[CH:15][CH:14]=[CH:13][CH:12]=2)[CH:7]=[CH:6][C:3]=1[CH:4]=[O:5]. The yield is 0.960. (8) The reactants are [OH:1][C:2]1[CH:3]=[C:4]([CH2:9][C:10]#[N:11])[CH:5]=[CH:6][C:7]=1[OH:8].CO[C:14](OC)([CH3:16])[CH3:15].CC1C=CC(S(O)(=O)=O)=CC=1. The catalyst is C1(C)C=CC=CC=1. The product is [CH3:15][C:14]1([CH3:16])[O:8][C:7]2[CH:6]=[CH:5][C:4]([CH2:9][C:10]#[N:11])=[CH:3][C:2]=2[O:1]1. The yield is 0.200. (9) The reactants are FC(F)(F)C(OC(=O)C(F)(F)F)=O.N1C=CC=CC=1.[CH3:20][O:21][C:22](=[O:52])[CH:23]([O:50][CH3:51])[CH:24]([C:26]1[CH:31]=[CH:30][C:29]([O:32][CH2:33][CH2:34][CH2:35][O:36][C:37]2[CH:42]=[CH:41][C:40]([C:43]3[CH:48]=[CH:47][CH:46]=[CH:45][CH:44]=3)=[CH:39][CH:38]=2)=[C:28]([F:49])[CH:27]=1)O. The catalyst is C(Cl)Cl. The product is [CH3:20][O:21][C:22](=[O:52])[CH:23]([O:50][CH3:51])[CH2:24][C:26]1[CH:31]=[CH:30][C:29]([O:32][CH2:33][CH2:34][CH2:35][O:36][C:37]2[CH:42]=[CH:41][C:40]([C:43]3[CH:48]=[CH:47][CH:46]=[CH:45][CH:44]=3)=[CH:39][CH:38]=2)=[C:28]([F:49])[CH:27]=1. The yield is 0.460. (10) The reactants are [C:1]1([C@H:7]([NH:9][C:10]([C:12]2[CH:17]=[CH:16][CH:15]=[C:14]([C:18]3[C:26]4[C:21](=[CH:22][CH:23]=[C:24]([C:27]5[N:31]=[CH:30][N:29](C(C6C=CC=CC=6)(C6C=CC=CC=6)C6C=CC=CC=6)[N:28]=5)[CH:25]=4)[N:20](C4CCCCO4)[N:19]=3)[CH:13]=2)=[O:11])[CH3:8])[CH:6]=[CH:5][CH:4]=[CH:3][CH:2]=1.Cl.C(=O)(O)[O-].[Na+]. The catalyst is O1CCOCC1. The product is [NH:28]1[C:27]([C:24]2[CH:25]=[C:26]3[C:21](=[CH:22][CH:23]=2)[NH:20][N:19]=[C:18]3[C:14]2[CH:13]=[C:12]([C:10]([NH:9][C@@H:7]([C:1]3[CH:6]=[CH:5][CH:4]=[CH:3][CH:2]=3)[CH3:8])=[O:11])[CH:17]=[CH:16][CH:15]=2)=[N:31][CH:30]=[N:29]1. The yield is 0.390.